From a dataset of Reaction yield outcomes from USPTO patents with 853,638 reactions. Predict the reaction yield, written as a fraction of the theoretical maximum amount of product (1.0 means a 100% yield; for example, 0.34 means a 34% yield). (1) The catalyst is N1C=CC=CC=1. The reactants are [Cl:1][C:2]1[N:7]=[C:6]([C:8]2[S:12][C:11]([N:13]3[CH2:18][CH2:17][O:16][CH2:15][CH2:14]3)=[N:10][C:9]=2[C:19]2[C:20]([F:26])=[C:21]([CH:23]=[CH:24][CH:25]=2)[NH2:22])[CH:5]=[CH:4][N:3]=1.[F:27][C:28]1[CH:33]=[CH:32][C:31]([F:34])=[CH:30][C:29]=1[S:35](Cl)(=[O:37])=[O:36]. The product is [Cl:1][C:2]1[N:7]=[C:6]([C:8]2[S:12][C:11]([N:13]3[CH2:14][CH2:15][O:16][CH2:17][CH2:18]3)=[N:10][C:9]=2[C:19]2[C:20]([F:26])=[C:21]([NH:22][S:35]([C:29]3[CH:30]=[C:31]([F:34])[CH:32]=[CH:33][C:28]=3[F:27])(=[O:37])=[O:36])[CH:23]=[CH:24][CH:25]=2)[CH:5]=[CH:4][N:3]=1. The yield is 0.446. (2) The reactants are [Cl:1][C:2]1[CH:7]=[CH:6][CH:5]=[CH:4][C:3]=1[S:8]([NH:11][CH2:12][C:13]1[O:14][CH:15]=[C:16]([OH:20])[C:17](=[O:19])[CH:18]=1)(=[O:10])=[O:9].[OH:21][C:22]1C(=O)C=C(CNS(C2C=CC=CC=2)(=O)=O)OC=1CO. No catalyst specified. The product is [Cl:1][C:2]1[CH:7]=[CH:6][CH:5]=[CH:4][C:3]=1[S:8]([NH:11][CH2:12][C:13]1[O:14][C:15]([CH2:22][OH:21])=[C:16]([OH:20])[C:17](=[O:19])[CH:18]=1)(=[O:9])=[O:10]. The yield is 0.486. (3) The reactants are [CH:1]([C:3]1[CH:12]=[CH:11][C:6]([C:7]([O:9][CH3:10])=[O:8])=[CH:5][CH:4]=1)=O.Cl.[F:14][C:15]([F:26])([F:25])[O:16][C:17]1[CH:22]=[CH:21][C:20]([NH:23][NH2:24])=[CH:19][CH:18]=1. The catalyst is CCO. The product is [F:14][C:15]([F:25])([F:26])[O:16][C:17]1[CH:18]=[CH:19][C:20]([NH:23]/[N:24]=[CH:1]/[C:3]2[CH:12]=[CH:11][C:6]([C:7]([O:9][CH3:10])=[O:8])=[CH:5][CH:4]=2)=[CH:21][CH:22]=1. The yield is 0.870.